From a dataset of Full USPTO retrosynthesis dataset with 1.9M reactions from patents (1976-2016). Predict the reactants needed to synthesize the given product. (1) Given the product [C:13]1(=[O:23])[N:17]([CH2:2][CH2:3][CH2:4][CH2:5][CH:6]=[CH:7][CH2:8][CH2:9][CH2:10][CH2:11][N:17]2[C:16](=[O:18])[C:15]3=[CH:19][CH:20]=[CH:21][CH:22]=[C:14]3[C:13]2=[O:23])[C:16](=[O:18])[C:15]2=[CH:19][CH:20]=[CH:21][CH:22]=[C:14]12, predict the reactants needed to synthesize it. The reactants are: I[CH2:2][CH2:3][CH2:4][CH2:5][CH:6]=[CH:7][CH2:8][CH2:9][CH2:10][CH2:11]I.[C:13]1(=[O:23])[NH:17][C:16](=[O:18])[C:15]2=[CH:19][CH:20]=[CH:21][CH:22]=[C:14]12.[K]. (2) Given the product [Cl:31][C:32]1[CH:33]=[C:34]([NH:46][C:2]2[N:7]=[C:6]([C:8]3[S:12][C:11]([CH3:13])=[N:10][C:9]=3[C:14]3[CH:15]=[C:16]([NH:20][C:21](=[O:30])[C:22]4[C:27]([F:28])=[CH:26][CH:25]=[CH:24][C:23]=4[F:29])[CH:17]=[CH:18][CH:19]=3)[CH:5]=[CH:4][N:3]=2)[CH:35]=[CH:36][C:37]=1[O:38][CH2:39][CH2:40][N:41]1[CH2:42][CH2:43][CH2:44][CH2:45]1, predict the reactants needed to synthesize it. The reactants are: Cl[C:2]1[N:7]=[C:6]([C:8]2[S:12][C:11]([CH3:13])=[N:10][C:9]=2[C:14]2[CH:15]=[C:16]([NH:20][C:21](=[O:30])[C:22]3[C:27]([F:28])=[CH:26][CH:25]=[CH:24][C:23]=3[F:29])[CH:17]=[CH:18][CH:19]=2)[CH:5]=[CH:4][N:3]=1.[Cl:31][C:32]1[CH:33]=[C:34]([NH2:46])[CH:35]=[CH:36][C:37]=1[O:38][CH2:39][CH2:40][N:41]1[CH2:45][CH2:44][CH2:43][CH2:42]1.